From a dataset of NCI-60 drug combinations with 297,098 pairs across 59 cell lines. Regression. Given two drug SMILES strings and cell line genomic features, predict the synergy score measuring deviation from expected non-interaction effect. (1) Drug 1: C1CCC(C(C1)N)N.C(=O)(C(=O)[O-])[O-].[Pt+4]. Drug 2: CC1C(C(CC(O1)OC2CC(CC3=C2C(=C4C(=C3O)C(=O)C5=C(C4=O)C(=CC=C5)OC)O)(C(=O)CO)O)N)O.Cl. Cell line: UACC62. Synergy scores: CSS=57.5, Synergy_ZIP=-5.06, Synergy_Bliss=-3.71, Synergy_Loewe=-1.37, Synergy_HSA=-0.577. (2) Synergy scores: CSS=39.8, Synergy_ZIP=3.69, Synergy_Bliss=6.46, Synergy_Loewe=-8.63, Synergy_HSA=9.36. Cell line: IGROV1. Drug 2: CC1C(C(CC(O1)OC2CC(CC3=C2C(=C4C(=C3O)C(=O)C5=C(C4=O)C(=CC=C5)OC)O)(C(=O)C)O)N)O.Cl. Drug 1: C1CC(=O)NC(=O)C1N2CC3=C(C2=O)C=CC=C3N. (3) Drug 1: CC(C)(C#N)C1=CC=C(C=C1)N2C3=C4C=C(C=CC4=NC=C3N(C2=O)C)C5=CC6=CC=CC=C6N=C5. Drug 2: C1CCC(C(C1)[NH-])[NH-].C(=O)(C(=O)[O-])[O-].[Pt+4]. Cell line: HCT116. Synergy scores: CSS=71.0, Synergy_ZIP=5.31, Synergy_Bliss=5.83, Synergy_Loewe=2.96, Synergy_HSA=10.3. (4) Drug 1: CC1=C(C(=O)C2=C(C1=O)N3CC4C(C3(C2COC(=O)N)OC)N4)N. Drug 2: N.N.Cl[Pt+2]Cl. Cell line: SNB-19. Synergy scores: CSS=48.9, Synergy_ZIP=-6.18, Synergy_Bliss=-3.26, Synergy_Loewe=-2.38, Synergy_HSA=-1.64.